From a dataset of Catalyst prediction with 721,799 reactions and 888 catalyst types from USPTO. Predict which catalyst facilitates the given reaction. (1) Reactant: [O:1]=[C:2]1[NH:6][CH:5]=[C:4]([C:7]([O:9]CC)=[O:8])[O:3]1.O[Li].O.Cl.O1CCOCC1. Product: [O:1]=[C:2]1[NH:6][CH:5]=[C:4]([C:7]([OH:9])=[O:8])[O:3]1. The catalyst class is: 20. (2) Reactant: [CH2:1]([C:4]1[CH:5]=[C:6]([CH2:10][C@H:11]([NH:24][C:25](=[O:31])[O:26][C:27]([CH3:30])([CH3:29])[CH3:28])[C:12]([N:14]([C:16]2[CH:21]=[CH:20][C:19]([O:22][CH3:23])=[CH:18][CH:17]=2)[CH3:15])=[O:13])[CH:7]=[CH:8][CH:9]=1)[CH:2]=[CH2:3].Br[C:33]1[N:34]([C:48]([O:50][C:51]([CH3:54])([CH3:53])[CH3:52])=[O:49])[C:35]2[C:40]([C:41]=1[CH2:42][C:43]([O:45][CH2:46][CH3:47])=[O:44])=[CH:39][CH:38]=[CH:37][CH:36]=2.C(=O)(O)[O-].[Na+]. Product: [C:27]([O:26][C:25]([NH:24][C@H:11]([C:12]([N:14]([C:16]1[CH:17]=[CH:18][C:19]([O:22][CH3:23])=[CH:20][CH:21]=1)[CH3:15])=[O:13])[CH2:10][C:6]1[CH:5]=[C:4]([CH2:1][CH:2]=[CH:3][C:33]2[N:34]([C:48]([O:50][C:51]([CH3:52])([CH3:54])[CH3:53])=[O:49])[C:35]3[C:40]([C:41]=2[CH2:42][C:43]([O:45][CH2:46][CH3:47])=[O:44])=[CH:39][CH:38]=[CH:37][CH:36]=3)[CH:9]=[CH:8][CH:7]=1)=[O:31])([CH3:30])([CH3:29])[CH3:28]. The catalyst class is: 128. (3) Reactant: [H-].[Na+].[Cl:3][C:4]1[CH:9]=[CH:8][C:7]([S:10]([NH:13][CH3:14])(=[O:12])=[O:11])=[CH:6][CH:5]=1.Br[CH2:16][C:17]1[C:18]([Cl:26])=[C:19]([C:22]([O:24][CH3:25])=[O:23])[S:20][CH:21]=1.S([O-])(O)(=O)=O.[K+]. Product: [Cl:26][C:18]1[C:17]([CH2:16][N:13]([S:10]([C:7]2[CH:8]=[CH:9][C:4]([Cl:3])=[CH:5][CH:6]=2)(=[O:12])=[O:11])[CH3:14])=[CH:21][S:20][C:19]=1[C:22]([O:24][CH3:25])=[O:23]. The catalyst class is: 3. (4) Reactant: [NH2:1][C:2]1[N:7]=[C:6]([C:8]2[O:9][CH:10]=[CH:11][CH:12]=2)[C:5]([C:13]#[N:14])=[C:4](S(C)=O)[N:3]=1.[NH2:18][C:19]1[CH:26]=[CH:25][CH:24]=[CH:23][C:20]=1[CH2:21][NH2:22]. Product: [NH2:1][C:2]1[N:3]=[C:4]([NH:22][CH2:21][C:20]2[CH:23]=[CH:24][CH:25]=[CH:26][C:19]=2[NH2:18])[C:5]([C:13]#[N:14])=[C:6]([C:8]2[O:9][CH:10]=[CH:11][CH:12]=2)[N:7]=1. The catalyst class is: 57. (5) Reactant: C([O:3][C:4]([C:6]1[CH:7]=[C:8]([C:15]([N:17]2[CH2:21][CH2:20][CH2:19][C@@H:18]2[CH3:22])=[O:16])[N:9]2[CH2:14][CH2:13][O:12][CH2:11][C:10]=12)=[O:5])C.O.[OH-].[K+].Cl. Product: [CH3:22][C@H:18]1[CH2:19][CH2:20][CH2:21][N:17]1[C:15]([C:8]1[N:9]2[C:10]([CH2:11][O:12][CH2:13][CH2:14]2)=[C:6]([C:4]([OH:5])=[O:3])[CH:7]=1)=[O:16]. The catalyst class is: 5. (6) Reactant: [CH2:1]=O.[NH:3]1[CH2:8][CH2:7][O:6][CH2:5][CH2:4]1.[CH:9]1([CH2:12][O:13][C:14]2[CH:22]=[C:21]([CH2:23][C:24]3[C:25]([NH2:31])=[N:26][C:27]([NH2:30])=[N:28][CH:29]=3)[CH:20]=[C:19]3[C:15]=2[CH:16]=[CH:17][N:18]3[CH2:32][CH3:33])[CH2:11][CH2:10]1. Product: [CH:9]1([CH2:12][O:13][C:14]2[CH:22]=[C:21]([CH2:23][C:24]3[C:25]([NH2:31])=[N:26][C:27]([NH2:30])=[N:28][CH:29]=3)[CH:20]=[C:19]3[C:15]=2[C:16]([CH2:1][N:3]2[CH2:8][CH2:7][O:6][CH2:5][CH2:4]2)=[CH:17][N:18]3[CH2:32][CH3:33])[CH2:11][CH2:10]1. The catalyst class is: 86.